The task is: Predict the product of the given reaction.. This data is from Forward reaction prediction with 1.9M reactions from USPTO patents (1976-2016). Given the reactants [CH2:1]([NH:8][C:9]([C:11]1[S:15][C:14]([N:16]2[CH:20](O)[CH2:19][N:18]([CH2:22][C:23]3[CH:28]=[CH:27][C:26]([F:29])=[CH:25][CH:24]=3)[C:17]2=[O:30])=[N:13][C:12]=1[CH3:31])=[O:10])[C:2]1[CH:7]=[CH:6][CH:5]=[CH:4][CH:3]=1.FC(F)(F)C(O)=O, predict the reaction product. The product is: [CH2:1]([NH:8][C:9]([C:11]1[S:15][C:14]([N:16]2[CH:20]=[CH:19][N:18]([CH2:22][C:23]3[CH:24]=[CH:25][C:26]([F:29])=[CH:27][CH:28]=3)[C:17]2=[O:30])=[N:13][C:12]=1[CH3:31])=[O:10])[C:2]1[CH:7]=[CH:6][CH:5]=[CH:4][CH:3]=1.